This data is from Reaction yield outcomes from USPTO patents with 853,638 reactions. The task is: Predict the reaction yield, written as a fraction of the theoretical maximum amount of product (1.0 means a 100% yield; for example, 0.34 means a 34% yield). (1) The reactants are NC1C=CC(C(O)=O)=CC=1.C1(C(Cl)=O)CCCCC1.CCN(CC)CC.[OH-].[Na+].[CH:29]1([C:35]([NH:37][C:38]2[CH:47]=[CH:46][C:41]([C:42]([O:44]C)=[O:43])=[CH:40][CH:39]=2)=[O:36])[CH2:34][CH2:33][CH2:32][CH2:31][CH2:30]1. The catalyst is C1COCC1. The product is [CH:29]1([C:35]([NH:37][C:38]2[CH:47]=[CH:46][C:41]([C:42]([OH:44])=[O:43])=[CH:40][CH:39]=2)=[O:36])[CH2:30][CH2:31][CH2:32][CH2:33][CH2:34]1. The yield is 0.920. (2) The reactants are O.O.[Sn](Cl)Cl.[Cl:6][C:7]1[CH:12]=[C:11]([F:13])[C:10]([N+:14]([O-])=O)=[CH:9][C:8]=1[F:17].C(=O)(O)[O-].[Na+]. The catalyst is C(OCC)(=O)C. The product is [Cl:6][C:7]1[C:8]([F:17])=[CH:9][C:10]([NH2:14])=[C:11]([F:13])[CH:12]=1. The yield is 0.739.